This data is from Reaction yield outcomes from USPTO patents with 853,638 reactions. The task is: Predict the reaction yield, written as a fraction of the theoretical maximum amount of product (1.0 means a 100% yield; for example, 0.34 means a 34% yield). The reactants are [C:1]([O:6][CH2:7][CH3:8])(=[O:5])[CH:2]([CH3:4])[CH3:3].C([N-]C(C)C)(C)C.[Li+].[Na+].[I-].[CH3:19][O:20][C:21]1[CH:28]=[CH:27][C:24]([CH2:25]Cl)=[CH:23][CH:22]=1. The catalyst is O1CCCC1.CN(P(N(C)C)(N(C)C)=O)C. The product is [CH3:3][C:2]([CH3:4])([CH2:25][C:24]1[CH:27]=[CH:28][C:21]([O:20][CH3:19])=[CH:22][CH:23]=1)[C:1]([O:6][CH2:7][CH3:8])=[O:5]. The yield is 0.900.